Dataset: NCI-60 drug combinations with 297,098 pairs across 59 cell lines. Task: Regression. Given two drug SMILES strings and cell line genomic features, predict the synergy score measuring deviation from expected non-interaction effect. (1) Drug 2: CN(C)C1=NC(=NC(=N1)N(C)C)N(C)C. Synergy scores: CSS=-5.00, Synergy_ZIP=2.95, Synergy_Bliss=-0.402, Synergy_Loewe=-3.42, Synergy_HSA=-4.30. Cell line: MDA-MB-231. Drug 1: CCCS(=O)(=O)NC1=C(C(=C(C=C1)F)C(=O)C2=CNC3=C2C=C(C=N3)C4=CC=C(C=C4)Cl)F. (2) Drug 1: C(CCl)NC(=O)N(CCCl)N=O. Drug 2: CC12CCC3C(C1CCC2OP(=O)(O)O)CCC4=C3C=CC(=C4)OC(=O)N(CCCl)CCCl.[Na+]. Cell line: SK-MEL-5. Synergy scores: CSS=-7.46, Synergy_ZIP=3.46, Synergy_Bliss=1.02, Synergy_Loewe=-7.08, Synergy_HSA=-6.31. (3) Drug 1: CC1C(C(CC(O1)OC2CC(CC3=C2C(=C4C(=C3O)C(=O)C5=C(C4=O)C(=CC=C5)OC)O)(C(=O)CO)O)N)O.Cl. Drug 2: CCC1=CC2CC(C3=C(CN(C2)C1)C4=CC=CC=C4N3)(C5=C(C=C6C(=C5)C78CCN9C7C(C=CC9)(C(C(C8N6C)(C(=O)OC)O)OC(=O)C)CC)OC)C(=O)OC.C(C(C(=O)O)O)(C(=O)O)O. Cell line: HOP-62. Synergy scores: CSS=33.0, Synergy_ZIP=1.77, Synergy_Bliss=0.993, Synergy_Loewe=-11.1, Synergy_HSA=-1.69. (4) Drug 1: CN1C2=C(C=C(C=C2)N(CCCl)CCCl)N=C1CCCC(=O)O.Cl. Drug 2: CC1=C(C(=O)C2=C(C1=O)N3CC4C(C3(C2COC(=O)N)OC)N4)N. Cell line: HS 578T. Synergy scores: CSS=13.7, Synergy_ZIP=0.629, Synergy_Bliss=0.569, Synergy_Loewe=-14.9, Synergy_HSA=-1.85. (5) Drug 1: C1=CC(=C2C(=C1NCCNCCO)C(=O)C3=C(C=CC(=C3C2=O)O)O)NCCNCCO. Drug 2: CC12CCC3C(C1CCC2O)C(CC4=C3C=CC(=C4)O)CCCCCCCCCS(=O)CCCC(C(F)(F)F)(F)F. Cell line: U251. Synergy scores: CSS=45.5, Synergy_ZIP=1.28, Synergy_Bliss=-0.370, Synergy_Loewe=-24.7, Synergy_HSA=0.458.